This data is from Peptide-MHC class I binding affinity with 185,985 pairs from IEDB/IMGT. The task is: Regression. Given a peptide amino acid sequence and an MHC pseudo amino acid sequence, predict their binding affinity value. This is MHC class I binding data. (1) The peptide sequence is DILANRDSTL. The MHC is HLA-A02:01 with pseudo-sequence HLA-A02:01. The binding affinity (normalized) is 0.0343. (2) The peptide sequence is VGNAYVKF. The MHC is Mamu-B52 with pseudo-sequence Mamu-B52. The binding affinity (normalized) is 0.918. (3) The peptide sequence is REPTDQKQF. The MHC is HLA-B45:01 with pseudo-sequence HLA-B45:01. The binding affinity (normalized) is 0. (4) The peptide sequence is SELRPDTRY. The MHC is HLA-B45:01 with pseudo-sequence HLA-B45:01. The binding affinity (normalized) is 0.315. (5) The peptide sequence is YTLFVFTNK. The MHC is HLA-A03:01 with pseudo-sequence HLA-A03:01. The binding affinity (normalized) is 0.0847. (6) The peptide sequence is SFEPIPIHY. The MHC is HLA-A11:01 with pseudo-sequence HLA-A11:01. The binding affinity (normalized) is 0.236. (7) The MHC is HLA-B07:02 with pseudo-sequence HLA-B07:02. The peptide sequence is KTTLFHTFK. The binding affinity (normalized) is 0.0847. (8) The peptide sequence is GIYIRRNMI. The MHC is HLA-A02:03 with pseudo-sequence HLA-A02:03. The binding affinity (normalized) is 0.289. (9) The peptide sequence is RQAELSKAY. The MHC is HLA-B39:01 with pseudo-sequence HLA-B39:01. The binding affinity (normalized) is 0.0847.